Dataset: Forward reaction prediction with 1.9M reactions from USPTO patents (1976-2016). Task: Predict the product of the given reaction. (1) The product is: [O:1]1[CH2:2][CH:3]=[C:4]([C:22]2[CH:23]=[C:24]([F:48])[C:25]3[O:26][C:27]4[C:32](=[CH:31][C:30]([C:41]5[C:42]([F:47])=[N:43][CH:44]=[CH:45][CH:46]=5)=[CH:29][CH:28]=4)[C@@:33]4([CH2:39][O:38][C:37]([NH2:40])=[N:36]4)[C:34]=3[CH:35]=2)[CH2:5][CH2:6]1. Given the reactants [O:1]1[CH2:6][CH:5]=[C:4](B2OC(C)(C)C(C)(C)O2)[CH2:3][CH2:2]1.FC(F)(F)S(O[C:22]1[CH:35]=[C:34]2[C:25]([O:26][C:27]3[CH:28]=[CH:29][C:30]([C:41]4[C:42]([F:47])=[N:43][CH:44]=[CH:45][CH:46]=4)=[CH:31][C:32]=3[C@:33]32[CH2:39][O:38][C:37]([NH2:40])=[N:36]3)=[C:24]([F:48])[CH:23]=1)(=O)=O.C(=O)([O-])[O-].[Na+].[Na+], predict the reaction product. (2) Given the reactants O1CCOCC1.O([C:15]1[C:24]2[C:19](=[CH:20][CH:21]=[CH:22][CH:23]=2)[CH:18]=[CH:17][CH:16]=1)S(C(F)(F)F)(=O)=O.C(N(C(C)C)C(C)C)C.[CH:34]1[CH2:38][CH2:37][CH2:36][CH:35]=1, predict the reaction product. The product is: [C:15]1([C@H:38]2[CH2:37][CH2:36][CH:35]=[CH:34]2)[C:24]2[C:19](=[CH:20][CH:21]=[CH:22][CH:23]=2)[CH:18]=[CH:17][CH:16]=1. (3) Given the reactants C[O:2][C:3](=[O:12])[CH2:4][N:5]1[CH2:10][CH2:9][CH2:8][O:7][C:6]1=[O:11].[OH-].[Na+], predict the reaction product. The product is: [O:11]=[C:6]1[N:5]([CH2:4][C:3]([OH:12])=[O:2])[CH2:10][CH2:9][CH2:8][O:7]1. (4) Given the reactants Cl.[CH2:2]([O:9][C:10](=[O:16])[C@H:11]1[CH2:15][CH2:14][CH2:13][NH:12]1)[C:3]1[CH:8]=[CH:7][CH:6]=[CH:5][CH:4]=1.[CH3:17][CH:18]([CH:22]([CH3:26])[C:23]([OH:25])=O)[C:19]([OH:21])=O, predict the reaction product. The product is: [CH2:2]([O:9][C:10]([C@H:11]1[CH2:15][CH2:14][CH2:13][N:12]1[C:19](=[O:21])[CH:18]([CH3:17])[CH:22]([CH3:26])[C:23]([N:12]1[CH2:13][CH2:14][CH2:15][C@@H:11]1[C:10]([O:9][CH2:2][C:3]1[CH:8]=[CH:7][CH:6]=[CH:5][CH:4]=1)=[O:16])=[O:25])=[O:16])[C:3]1[CH:4]=[CH:5][CH:6]=[CH:7][CH:8]=1. (5) Given the reactants [Br:1][C:2]1[CH:30]=[CH:29][C:5]([C:6]([NH:8][C:9]2[CH:14]=[CH:13][C:12]([CH2:15][NH:16][C:17]3[C:26]4[C:21](=[CH:22][C:23]([CH3:27])=[CH:24][CH:25]=4)[N:20]=[C:19](Cl)[N:18]=3)=[CH:11][CH:10]=2)=[O:7])=[CH:4][CH:3]=1.[CH3:31][NH:32][CH3:33], predict the reaction product. The product is: [Br:1][C:2]1[CH:30]=[CH:29][C:5]([C:6]([NH:8][C:9]2[CH:14]=[CH:13][C:12]([CH2:15][NH:16][C:17]3[C:26]4[C:21](=[CH:22][C:23]([CH3:27])=[CH:24][CH:25]=4)[N:20]=[C:19]([N:32]([CH3:33])[CH3:31])[N:18]=3)=[CH:11][CH:10]=2)=[O:7])=[CH:4][CH:3]=1. (6) Given the reactants [C:1]([O:13]C)(=O)[C:2]1[CH:11]=[CH:10][C:5]([C:6]([O:8]C)=O)=[CH:4][CH:3]=1.[Na+].[NH2:16][CH2:17][CH2:18][CH2:19][CH2:20][CH2:21][C:22]([O-:24])=[O:23].[CH2:25]([OH:28])[CH2:26]O.S(=O)(=O)(O)O.[OH2:34], predict the reaction product. The product is: [C:22]([CH2:21][CH2:20][CH2:19][CH2:18][CH2:17][NH:16][C:6](=[O:8])[C:5]1[CH:4]=[CH:3][C:2]([C:1]([NH:16][CH2:17][CH2:18][CH2:19][CH2:20][CH2:26][C:25]([OH:28])=[O:34])=[O:13])=[CH:11][CH:10]=1)([OH:24])=[O:23]. (7) Given the reactants [NH2:1][C:2]12[CH2:8][CH:5]([CH2:6][CH2:7]1)[CH:4]([OH:9])[CH2:3]2.N1C=CC=CC=1.[CH3:16][C:17]1[CH:22]=[CH:21][C:20]([S:23](Cl)(=[O:25])=[O:24])=[CH:19][CH:18]=1, predict the reaction product. The product is: [C:17]1([CH3:16])[CH:22]=[CH:21][C:20]([S:23]([NH:1][C:2]23[CH2:8][CH:5]([CH2:6][CH2:7]2)[CH:4]([OH:9])[CH2:3]3)(=[O:25])=[O:24])=[CH:19][CH:18]=1. (8) Given the reactants [NH2:1][C:2]1[N:11]=[C:10]([C:12]([N:14]2[CH2:22][C:21]3[C:16](=[CH:17][CH:18]=[CH:19][CH:20]=3)[CH2:15]2)=[O:13])[C:9]2[C:4](=[CH:5][CH:6]=[C:7]([CH2:23]C(OCC)=O)[CH:8]=2)[N:3]=1.Br[CH2:30][CH2:31][CH2:32][CH2:33]Br.[H-].[Na+].[OH-:37].[Na+].Cl.CN([CH:43]=[O:44])C, predict the reaction product. The product is: [NH2:1][C:2]1[N:11]=[C:10]([C:12]([N:14]2[CH2:22][C:21]3[C:16](=[CH:17][CH:18]=[CH:19][CH:20]=3)[CH2:15]2)=[O:13])[C:9]2[C:4](=[CH:5][CH:6]=[C:7]([CH:23]3[CH2:33][CH2:32][CH2:31][CH:30]3[C:43]([OH:44])=[O:37])[CH:8]=2)[N:3]=1.